Task: Predict the reactants needed to synthesize the given product.. Dataset: Full USPTO retrosynthesis dataset with 1.9M reactions from patents (1976-2016) (1) Given the product [C:1]([C:5]1[CH:6]=[C:7]([CH:31]=[CH:32][CH:33]=1)[CH2:8][NH:9][C@@H:10]1[C@@H:15]([OH:16])[C@H:14]([CH2:17][C:18]2[CH:23]=[C:22]([O:40][C@H:36]([CH2:37][O:38][CH3:39])[C:35]([F:42])([F:41])[F:34])[C:21]([N+:25]([O-:27])=[O:26])=[C:20]([F:28])[CH:19]=2)[CH2:13][S:12](=[O:29])(=[O:30])[CH2:11]1)([CH3:3])([CH3:4])[CH3:2], predict the reactants needed to synthesize it. The reactants are: [C:1]([C:5]1[CH:6]=[C:7]([CH:31]=[CH:32][CH:33]=1)[CH2:8][NH:9][C@@H:10]1[C@@H:15]([OH:16])[C@H:14]([CH2:17][C:18]2[CH:23]=[C:22](F)[C:21]([N+:25]([O-:27])=[O:26])=[C:20]([F:28])[CH:19]=2)[CH2:13][S:12](=[O:30])(=[O:29])[CH2:11]1)([CH3:4])([CH3:3])[CH3:2].[F:34][C:35]([F:42])([F:41])[C@H:36]([OH:40])[CH2:37][O:38][CH3:39]. (2) Given the product [CH3:31][O:30][C:28](=[O:29])[C:27]1[CH:32]=[CH:33][C:34]([O:35][CH3:36])=[C:25]([S:22](=[O:23])(=[O:24])[NH:1][C:2]2[CH:7]=[CH:6][CH:5]=[CH:4][C:3]=2[NH:8][S:9]([C:12]2[S:16][C:15]3[CH:17]=[CH:18][CH:19]=[CH:20][C:14]=3[CH:13]=2)(=[O:11])=[O:10])[CH:26]=1, predict the reactants needed to synthesize it. The reactants are: [NH2:1][C:2]1[CH:7]=[CH:6][CH:5]=[CH:4][C:3]=1[NH:8][S:9]([C:12]1[S:16][C:15]2[CH:17]=[CH:18][CH:19]=[CH:20][C:14]=2[CH:13]=1)(=[O:11])=[O:10].Cl[S:22]([C:25]1[CH:26]=[C:27]([CH:32]=[CH:33][C:34]=1[O:35][CH3:36])[C:28]([O:30][CH3:31])=[O:29])(=[O:24])=[O:23].